Predict the reactants needed to synthesize the given product. From a dataset of Full USPTO retrosynthesis dataset with 1.9M reactions from patents (1976-2016). (1) Given the product [C:1]([O:5][C:6](=[O:23])[NH:7][C@@H:8]1[CH2:12][CH2:11][N:10]([C:13](=[O:22])[CH2:14][N:15]2[CH2:16][CH2:17][CH:18]([O:21][C:37](=[O:38])[NH:36][C:35]3[CH:34]=[CH:33][CH:32]=[CH:31][C:30]=3[C:27]3[CH:26]=[CH:25][CH:24]=[CH:29][CH:28]=3)[CH2:19][CH2:20]2)[CH2:9]1)([CH3:4])([CH3:2])[CH3:3], predict the reactants needed to synthesize it. The reactants are: [C:1]([O:5][C:6](=[O:23])[NH:7][C@@H:8]1[CH2:12][CH2:11][N:10]([C:13](=[O:22])[CH2:14][N:15]2[CH2:20][CH2:19][CH:18]([OH:21])[CH2:17][CH2:16]2)[CH2:9]1)([CH3:4])([CH3:3])[CH3:2].[CH:24]1[CH:29]=[CH:28][C:27]([C:30]2[C:35]([N:36]=[C:37]=[O:38])=[CH:34][CH:33]=[CH:32][CH:31]=2)=[CH:26][CH:25]=1. (2) Given the product [NH2:8][C:7]1[CH:11]=[CH:12][C:4]([N+:1]([O-:3])=[O:2])=[CH:5][C:6]=1[SH:10], predict the reactants needed to synthesize it. The reactants are: [N+:1]([C:4]1[CH:12]=[CH:11][C:7]2[N:8]=C[S:10][C:6]=2[CH:5]=1)([O-:3])=[O:2].O.NN. (3) Given the product [O:24]1[CH2:25][CH2:26][N:2]([C:3]2([C:9]([O:11][CH2:12][CH3:13])=[O:10])[CH2:8][CH2:7][CH2:6][CH2:5][CH2:4]2)[CH2:22][CH2:23]1, predict the reactants needed to synthesize it. The reactants are: Cl.[NH2:2][C:3]1([C:9]([O:11][CH2:12][CH3:13])=[O:10])[CH2:8][CH2:7][CH2:6][CH2:5][CH2:4]1.C(N(CC)CC)C.Br[CH2:22][CH2:23][O:24][CH2:25][CH2:26]Br. (4) Given the product [C:1]([O:4][C@H:5]([C:8]#[C:9][C:10]#[C:11][C@H:12]([NH:22][S:31]([CH3:30])(=[O:33])=[O:32])[CH2:13][CH2:14][CH2:15][CH2:16][CH2:17][CH2:18][CH2:19][CH2:20][CH3:21])[CH:6]=[CH2:7])(=[O:3])[CH3:2], predict the reactants needed to synthesize it. The reactants are: [C:1]([O:4][C@H:5]([C:8]#[C:9][C:10]#[C:11][C@H:12]([NH2:22])[CH2:13][CH2:14][CH2:15][CH2:16][CH2:17][CH2:18][CH2:19][CH2:20][CH3:21])[CH:6]=[CH2:7])(=[O:3])[CH3:2].C(N(CC)CC)C.[CH3:30][S:31](Cl)(=[O:33])=[O:32]. (5) Given the product [F:1][C:2]1([C:26]([F:27])([F:28])[F:29])[C:10]2[C:5](=[CH:6][CH:7]=[C:8]([N:11]3[CH:16]=[C:15]([C:17]([O:19][CH2:20][CH3:21])=[O:18])[C:14](=[O:22])[N:13]([CH2:31][C:32]4[CH:37]=[CH:36][CH:35]=[C:34]([C:38]([F:39])([F:40])[F:41])[C:33]=4[CH3:42])[C:12]3=[O:23])[CH:9]=2)[N:4]([CH3:24])[C:3]1=[O:25], predict the reactants needed to synthesize it. The reactants are: [F:1][C:2]1([C:26]([F:29])([F:28])[F:27])[C:10]2[C:5](=[CH:6][CH:7]=[C:8]([N:11]3[CH:16]=[C:15]([C:17]([O:19][CH2:20][CH3:21])=[O:18])[C:14](=[O:22])[NH:13][C:12]3=[O:23])[CH:9]=2)[N:4]([CH3:24])[C:3]1=[O:25].Br[CH2:31][C:32]1[CH:37]=[CH:36][CH:35]=[C:34]([C:38]([F:41])([F:40])[F:39])[C:33]=1[CH3:42]. (6) Given the product [CH2:1]([O:3][C:4]1[CH:14]=[CH:13][CH:12]=[CH:11][C:5]=1[C:6]([NH:16][NH2:17])=[O:7])[CH3:2], predict the reactants needed to synthesize it. The reactants are: [CH2:1]([O:3][C:4]1[CH:14]=[CH:13][CH:12]=[CH:11][C:5]=1[C:6](OCC)=[O:7])[CH3:2].O.[NH2:16][NH2:17].